This data is from CYP1A2 inhibition data for predicting drug metabolism from PubChem BioAssay. The task is: Regression/Classification. Given a drug SMILES string, predict its absorption, distribution, metabolism, or excretion properties. Task type varies by dataset: regression for continuous measurements (e.g., permeability, clearance, half-life) or binary classification for categorical outcomes (e.g., BBB penetration, CYP inhibition). Dataset: cyp1a2_veith. (1) The compound is Cc1[nH]ccc2c1[nH]c1cc(=O)ccc12.Cl.O. The result is 1 (inhibitor). (2) The drug is O=c1c(-c2ccccc2)nc2cncnc2n1-c1ccccc1. The result is 1 (inhibitor). (3) The molecule is CC(C)(C)c1ccccc1OCCN1CCCC1. The result is 1 (inhibitor). (4) The molecule is COc1cccc(OC)c1OCCCN1CCOCC1. The result is 0 (non-inhibitor). (5) The compound is Cc1nc2cnc(N3CCOCC3)nc2n(CCc2ccccc2)c1=O. The result is 1 (inhibitor). (6) The molecule is COc1ccc(NS(=O)(=O)c2ccc(N)cc2)nn1. The result is 0 (non-inhibitor). (7) The compound is CCN(CC)c1ccc(/C=N/NC(=S)NCc2ccccc2)cc1. The result is 1 (inhibitor). (8) The drug is C[C@H](O/N=C1\[C@@H]2CCn3c(=O)n(-c4ccccc4)c(=O)n3[C@H]2[C@H](O)[C@H]2O[C@H]12)c1cn([C@H]2COC[C@H]2O)nn1. The result is 0 (non-inhibitor). (9) The compound is N#CCSc1ncnc2c1cnn2CCO. The result is 1 (inhibitor). (10) The compound is O=C(CC(=O)NC1CCCCC1)N/N=C/c1ccc(Cl)cc1. The result is 1 (inhibitor).